Regression. Given two drug SMILES strings and cell line genomic features, predict the synergy score measuring deviation from expected non-interaction effect. From a dataset of NCI-60 drug combinations with 297,098 pairs across 59 cell lines. (1) Drug 2: C1=C(C(=O)NC(=O)N1)F. Drug 1: CN(C)N=NC1=C(NC=N1)C(=O)N. Cell line: EKVX. Synergy scores: CSS=35.3, Synergy_ZIP=11.3, Synergy_Bliss=7.19, Synergy_Loewe=2.07, Synergy_HSA=5.87. (2) Drug 1: CC(C1=C(C=CC(=C1Cl)F)Cl)OC2=C(N=CC(=C2)C3=CN(N=C3)C4CCNCC4)N. Drug 2: CC12CCC(CC1=CCC3C2CCC4(C3CC=C4C5=CN=CC=C5)C)O. Cell line: KM12. Synergy scores: CSS=39.5, Synergy_ZIP=-3.60, Synergy_Bliss=0.821, Synergy_Loewe=-13.2, Synergy_HSA=2.00. (3) Synergy scores: CSS=11.9, Synergy_ZIP=-4.92, Synergy_Bliss=-3.49, Synergy_Loewe=-7.75, Synergy_HSA=-3.64. Drug 1: C1CN1P(=S)(N2CC2)N3CC3. Cell line: SW-620. Drug 2: CN1C2=C(C=C(C=C2)N(CCCl)CCCl)N=C1CCCC(=O)O.Cl. (4) Drug 1: CC1=C(C=C(C=C1)C(=O)NC2=CC(=CC(=C2)C(F)(F)F)N3C=C(N=C3)C)NC4=NC=CC(=N4)C5=CN=CC=C5. Drug 2: CCCCC(=O)OCC(=O)C1(CC(C2=C(C1)C(=C3C(=C2O)C(=O)C4=C(C3=O)C=CC=C4OC)O)OC5CC(C(C(O5)C)O)NC(=O)C(F)(F)F)O. Cell line: MCF7. Synergy scores: CSS=25.2, Synergy_ZIP=1.16, Synergy_Bliss=0.975, Synergy_Loewe=-6.68, Synergy_HSA=-4.47. (5) Drug 1: CN1CCC(CC1)COC2=C(C=C3C(=C2)N=CN=C3NC4=C(C=C(C=C4)Br)F)OC. Drug 2: CN1C2=C(C=C(C=C2)N(CCCl)CCCl)N=C1CCCC(=O)O.Cl. Cell line: SR. Synergy scores: CSS=51.7, Synergy_ZIP=16.4, Synergy_Bliss=14.4, Synergy_Loewe=15.1, Synergy_HSA=14.3. (6) Drug 1: C1=NC2=C(N=C(N=C2N1C3C(C(C(O3)CO)O)O)F)N. Drug 2: CC1CCCC2(C(O2)CC(NC(=O)CC(C(C(=O)C(C1O)C)(C)C)O)C(=CC3=CSC(=N3)C)C)C. Cell line: HCT116. Synergy scores: CSS=46.2, Synergy_ZIP=-4.97, Synergy_Bliss=-8.15, Synergy_Loewe=-20.2, Synergy_HSA=-5.43. (7) Drug 1: CC12CCC(CC1=CCC3C2CCC4(C3CC=C4C5=CN=CC=C5)C)O. Drug 2: CN1C2=C(C=C(C=C2)N(CCCl)CCCl)N=C1CCCC(=O)O.Cl. Cell line: IGROV1. Synergy scores: CSS=6.09, Synergy_ZIP=-1.71, Synergy_Bliss=0.724, Synergy_Loewe=1.00, Synergy_HSA=1.42. (8) Drug 1: C(CC(=O)O)C(=O)CN.Cl. Drug 2: CCC1(C2=C(COC1=O)C(=O)N3CC4=CC5=C(C=CC(=C5CN(C)C)O)N=C4C3=C2)O.Cl. Cell line: HS 578T. Synergy scores: CSS=27.2, Synergy_ZIP=-6.92, Synergy_Bliss=-2.49, Synergy_Loewe=-0.704, Synergy_HSA=0.572. (9) Drug 1: CC1=C2C(C(=O)C3(C(CC4C(C3C(C(C2(C)C)(CC1OC(=O)C(C(C5=CC=CC=C5)NC(=O)OC(C)(C)C)O)O)OC(=O)C6=CC=CC=C6)(CO4)OC(=O)C)OC)C)OC. Drug 2: CC1C(C(=O)NC(C(=O)N2CCCC2C(=O)N(CC(=O)N(C(C(=O)O1)C(C)C)C)C)C(C)C)NC(=O)C3=C4C(=C(C=C3)C)OC5=C(C(=O)C(=C(C5=N4)C(=O)NC6C(OC(=O)C(N(C(=O)CN(C(=O)C7CCCN7C(=O)C(NC6=O)C(C)C)C)C)C(C)C)C)N)C. Cell line: M14. Synergy scores: CSS=48.1, Synergy_ZIP=5.21, Synergy_Bliss=7.38, Synergy_Loewe=-6.39, Synergy_HSA=6.94.